This data is from Reaction yield outcomes from USPTO patents with 853,638 reactions. The task is: Predict the reaction yield, written as a fraction of the theoretical maximum amount of product (1.0 means a 100% yield; for example, 0.34 means a 34% yield). (1) The reactants are Br[C:2]1[CH:7]=[C:6]([C@@H:8]2[CH2:12][CH2:11][CH2:10][N:9]2[C@@H:13]([C:15]2[CH:20]=[CH:19][C:18]([O:21][CH3:22])=[CH:17][CH:16]=2)[CH3:14])[CH:5]=[CH:4][N:3]=1.[NH:23]1[C:31]2[C:26](=[CH:27][CH:28]=[CH:29][CH:30]=2)[CH2:25][CH2:24]1.C1(P(C2CCCCC2)C2C=CC=CC=2C2C=CC=CC=2)CCCCC1.CC(C)([O-])C.[K+]. The catalyst is C1(C)C=CC=CC=1.C1C=CC(/C=C/C(/C=C/C2C=CC=CC=2)=O)=CC=1.C1C=CC(/C=C/C(/C=C/C2C=CC=CC=2)=O)=CC=1.C1C=CC(/C=C/C(/C=C/C2C=CC=CC=2)=O)=CC=1.[Pd].[Pd].CCOC(C)=O.O. The product is [CH3:22][O:21][C:18]1[CH:19]=[CH:20][C:15]([C@H:13]([N:9]2[CH2:10][CH2:11][CH2:12][C@H:8]2[C:6]2[CH:5]=[CH:4][N:3]=[C:2]([N:23]3[C:31]4[C:26](=[CH:27][CH:28]=[CH:29][CH:30]=4)[CH2:25][CH2:24]3)[CH:7]=2)[CH3:14])=[CH:16][CH:17]=1. The yield is 0.840. (2) The reactants are [F:1][C:2]1[CH:3]=[N:4][C:5]([Cl:8])=[N:6][CH:7]=1.[CH:9]([Mg]Cl)([CH3:11])[CH3:10].C(N(CC)CC)C.II. The catalyst is COCCOC.O1CCCC1. The product is [Cl:8][C:5]1[N:6]=[C:7]([CH:9]([CH3:11])[CH3:10])[C:2]([F:1])=[CH:3][N:4]=1. The yield is 0.390.